The task is: Predict which catalyst facilitates the given reaction.. This data is from Catalyst prediction with 721,799 reactions and 888 catalyst types from USPTO. (1) Reactant: [NH2:1][C:2]1[CH:3]=[CH:4][C:5]([C:8]#[N:9])=[N:6][CH:7]=1.[N:10]1([C:16]2[CH:17]=[C:18]([CH:21]=[CH:22][CH:23]=2)[CH:19]=O)[CH2:15][CH2:14][O:13][CH2:12][CH2:11]1. Product: [N:10]1([C:16]2[CH:17]=[C:18](/[CH:19]=[N:1]/[C:2]3[CH:3]=[CH:4][C:5]([C:8]#[N:9])=[N:6][CH:7]=3)[CH:21]=[CH:22][CH:23]=2)[CH2:15][CH2:14][O:13][CH2:12][CH2:11]1. The catalyst class is: 626. (2) Reactant: [CH3:1][O:2][C:3]([C:5]1[N:6]([C:27]2[CH:32]=[CH:31][CH:30]=[CH:29][CH:28]=2)[C:7]2[C:12]([C:13](=[O:25])[C:14]=1[CH2:15][C:16]1[CH:17]=[N:18][C:19]([C:22](O)=[O:23])=[CH:20][CH:21]=1)=[CH:11][CH:10]=[C:9]([CH3:26])[N:8]=2)=[O:4].F[P-](F)(F)(F)(F)F.N1(O[P+](N(C)C)(N(C)C)[N:51]([CH3:53])[CH3:52])C2C=CC=CC=2N=N1.CC(N(C)C)=O.CCN(C(C)C)C(C)C. Product: [CH3:1][O:2][C:3]([C:5]1[N:6]([C:27]2[CH:28]=[CH:29][CH:30]=[CH:31][CH:32]=2)[C:7]2[C:12]([C:13](=[O:25])[C:14]=1[CH2:15][C:16]1[CH:17]=[N:18][C:19]([C:22](=[O:23])[N:51]([CH3:53])[CH3:52])=[CH:20][CH:21]=1)=[CH:11][CH:10]=[C:9]([CH3:26])[N:8]=2)=[O:4]. The catalyst class is: 249. (3) The catalyst class is: 129. Product: [CH3:3][C:2]([CH3:39])([O:4][C:5](=[O:38])[NH:6][CH2:7][CH2:8][O:9][CH2:10][CH2:11][O:12][CH2:13][CH2:14][O:15][CH2:16][CH2:17][O:18][CH2:19][CH2:20][CH2:21][C:22]1[CH:23]=[C:24]([CH:35]=[CH:36][CH:37]=1)[C:25]([OH:27])=[O:26])[CH3:1]. Reactant: [CH3:1][C:2]([CH3:39])([O:4][C:5](=[O:38])[NH:6][CH2:7][CH2:8][O:9][CH2:10][CH2:11][O:12][CH2:13][CH2:14][O:15][CH2:16][CH2:17][O:18][CH2:19][C:20]#[C:21][C:22]1[CH:23]=[C:24]([CH:35]=[CH:36][CH:37]=1)[C:25]([O:27]CC1C=CC=CC=1)=[O:26])[CH3:3].[H][H]. (4) Product: [CH3:16][C@@H:10]1[CH2:11][N:12]([CH3:15])[CH2:13][CH2:14][N:9]1[C:6]1[C:7]([F:8])=[C:2]([NH:19][NH2:20])[N:3]=[C:4]([CH3:17])[N:5]=1. Reactant: Cl[C:2]1[C:7]([F:8])=[C:6]([N:9]2[CH2:14][CH2:13][N:12]([CH3:15])[CH2:11][C@H:10]2[CH3:16])[N:5]=[C:4]([CH3:17])[N:3]=1.O.[NH2:19][NH2:20]. The catalyst class is: 12. (5) Reactant: [NH2:1][C:2]1[CH:3]=[C:4]([C:10](=[O:12])[CH3:11])[CH:5]=[CH:6][C:7]=1[NH:8][CH3:9].[NH2:13][C:14]1[S:15][C:16]2[CH:22]=[C:21]([O:23][C:24]([F:27])([F:26])[F:25])[CH:20]=[CH:19][C:17]=2[N:18]=1.[C:28](N1C=CN=C1)(N1C=CN=C1)=S. Product: [CH3:9][N:8]1[C:7]2[CH:6]=[CH:5][C:4]([C:10](=[O:12])[CH3:11])=[CH:3][C:2]=2[N:1]=[C:28]1[NH:13][C:14]1[S:15][C:16]2[CH:22]=[C:21]([O:23][C:24]([F:27])([F:25])[F:26])[CH:20]=[CH:19][C:17]=2[N:18]=1. The catalyst class is: 344.